From a dataset of Peptide-MHC class I binding affinity with 185,985 pairs from IEDB/IMGT. Regression. Given a peptide amino acid sequence and an MHC pseudo amino acid sequence, predict their binding affinity value. This is MHC class I binding data. (1) The peptide sequence is FQRAIMNAM. The MHC is BoLA-HD6 with pseudo-sequence BoLA-HD6. The binding affinity (normalized) is 1.00. (2) The peptide sequence is AEWLWRTLGR. The MHC is HLA-B44:03 with pseudo-sequence HLA-B44:03. The binding affinity (normalized) is 0.468. (3) The peptide sequence is EEILGTVSW. The MHC is Patr-B2401 with pseudo-sequence Patr-B2401. The binding affinity (normalized) is 0.179. (4) The MHC is HLA-A23:01 with pseudo-sequence HLA-A23:01. The binding affinity (normalized) is 0.135. The peptide sequence is AMCNVYIPPY.